Dataset: Catalyst prediction with 721,799 reactions and 888 catalyst types from USPTO. Task: Predict which catalyst facilitates the given reaction. (1) Reactant: [C:1]1([OH:11])[C:10]2[C:5](=[CH:6][CH:7]=[CH:8][CH:9]=2)[CH:4]=[CH:3][CH:2]=1.[OH-].[Na+].[N:14]1[C:21]([Cl:22])=[N:20][C:18](Cl)=[N:17][C:15]=1[Cl:16]. Product: [Cl:16][C:15]1[N:14]=[C:21]([Cl:22])[N:20]=[C:18]([O:11][C:1]2[C:10]3[C:5](=[CH:6][CH:7]=[CH:8][CH:9]=3)[CH:4]=[CH:3][CH:2]=2)[N:17]=1. The catalyst class is: 21. (2) Reactant: [Br:1][C:2]1[C:11]2[C:10]([CH3:13])([CH3:12])[CH2:9][CH2:8][CH2:7][C:6]=2[CH:5]=[C:4]([C:14](=[O:16])[CH3:15])[C:3]=1[OH:17].[C:18](=O)([O-])[O-].[K+].[K+].CI. Product: [Br:1][C:2]1[C:11]2[C:10]([CH3:12])([CH3:13])[CH2:9][CH2:8][CH2:7][C:6]=2[CH:5]=[C:4]([C:14](=[O:16])[CH3:15])[C:3]=1[O:17][CH3:18]. The catalyst class is: 95. (3) Reactant: [Cl:1][C:2]1[CH:7]=[C:6]([S:8][C:9]2[CH:14]=[CH:13][CH:12]=[C:11]([C:15]([F:18])([F:17])[F:16])[CH:10]=2)[CH:5]=[CH:4][C:3]=1[CH2:19][CH2:20][CH2:21][C:22]([NH:27][C:28]([O:30][CH3:31])=[O:29])([CH3:26])[C:23]([O-])=[O:24].[BH4-].[Li+].C(O)C.C(O)(=O)CC(CC(O)=O)(C(O)=O)O. Product: [Cl:1][C:2]1[CH:7]=[C:6]([S:8][C:9]2[CH:14]=[CH:13][CH:12]=[C:11]([C:15]([F:17])([F:18])[F:16])[CH:10]=2)[CH:5]=[CH:4][C:3]=1[CH2:19][CH2:20][CH2:21][C:22]([NH:27][C:28]([O:30][CH3:31])=[O:29])([CH3:26])[CH2:23][OH:24]. The catalyst class is: 1.